Dataset: Full USPTO retrosynthesis dataset with 1.9M reactions from patents (1976-2016). Task: Predict the reactants needed to synthesize the given product. (1) Given the product [S:34]1[CH2:35][CH:36]=[C:37]([C:2]2[C:3]([NH:14][C:15]3[C:24]4[C:19](=[CH:20][C:21]([F:26])=[CH:22][C:23]=4[F:25])[N:18]=[C:17]([C:27]4[CH:32]=[CH:31][CH:30]=[CH:29][N:28]=4)[C:16]=3[CH3:33])=[CH:4][C:5]([N:8]3[CH2:13][CH2:12][O:11][CH2:10][CH2:9]3)=[N:6][CH:7]=2)[CH2:38][CH2:39]1, predict the reactants needed to synthesize it. The reactants are: Br[C:2]1[C:3]([NH:14][C:15]2[C:24]3[C:19](=[CH:20][C:21]([F:26])=[CH:22][C:23]=3[F:25])[N:18]=[C:17]([C:27]3[CH:32]=[CH:31][CH:30]=[CH:29][N:28]=3)[C:16]=2[CH3:33])=[CH:4][C:5]([N:8]2[CH2:13][CH2:12][O:11][CH2:10][CH2:9]2)=[N:6][CH:7]=1.[S:34]1[CH2:39][CH:38]=[C:37](B2OC(C)(C)C(C)(C)O2)[CH2:36][CH2:35]1.C1(P(C2CCCCC2)C2CCCCC2)CCCCC1.[O-]P([O-])([O-])=O.[K+].[K+].[K+]. (2) Given the product [C:33]([O:32][C:30]([N:23]1[CH2:22][CH2:21][CH:20]([O:19][C:17]2[CH:16]=[C:15]([OH:26])[CH:14]=[C:13]3[C:18]=2[C:9]([NH:8][C:7]2[C:2]([Cl:1])=[CH:3][CH:4]=[C:5]4[O:29][CH2:28][O:27][C:6]=24)=[N:10][CH:11]=[N:12]3)[CH2:25][CH2:24]1)=[O:31])([CH3:36])([CH3:35])[CH3:34], predict the reactants needed to synthesize it. The reactants are: [Cl:1][C:2]1[C:7]([NH:8][C:9]2[C:18]3[C:13](=[CH:14][C:15]([OH:26])=[CH:16][C:17]=3[O:19][CH:20]3[CH2:25][CH2:24][NH:23][CH2:22][CH2:21]3)[N:12]=[CH:11][N:10]=2)=[C:6]2[O:27][CH2:28][O:29][C:5]2=[CH:4][CH:3]=1.[C:30](O[C:30]([O:32][C:33]([CH3:36])([CH3:35])[CH3:34])=[O:31])([O:32][C:33]([CH3:36])([CH3:35])[CH3:34])=[O:31]. (3) Given the product [OH:4][CH2:5][C:6]1[C:11]([CH3:12])=[C:10]([O:13][CH2:14][CH2:15][CH2:16][CH3:17])[CH:9]=[CH:8][N:7]=1, predict the reactants needed to synthesize it. The reactants are: C([O:4][CH2:5][C:6]1[C:11]([CH3:12])=[C:10]([O:13][CH2:14][CH2:15][CH2:16][CH3:17])[CH:9]=[CH:8][N:7]=1)(=O)C.[OH-].[Na+]. (4) Given the product [C:25]([O:28][CH2:29][C:30]1[C:35]([C:2]2[CH:3]=[C:4]([NH:10][C:11]3[CH:16]=[CH:15][C:14]([N:17]4[CH2:22][CH2:21][C:20]([OH:24])([CH3:23])[CH2:19][CH2:18]4)=[CH:13][N:12]=3)[C:5](=[O:9])[N:6]([CH3:8])[N:7]=2)=[CH:34][CH:33]=[CH:32][C:31]=1[N:45]1[N:54]=[CH:53][C:52]2[C:47](=[C:48]([F:59])[CH:49]=[C:50]([C:55]([CH3:57])([CH3:56])[CH3:58])[CH:51]=2)[C:46]1=[O:60])(=[O:27])[CH3:26], predict the reactants needed to synthesize it. The reactants are: Cl[C:2]1[CH:3]=[C:4]([NH:10][C:11]2[CH:16]=[CH:15][C:14]([N:17]3[CH2:22][CH2:21][C:20]([OH:24])([CH3:23])[CH2:19][CH2:18]3)=[CH:13][N:12]=2)[C:5](=[O:9])[N:6]([CH3:8])[N:7]=1.[C:25]([O:28][CH2:29][C:30]1[C:35](B2OC(C)(C)C(C)(C)O2)=[CH:34][CH:33]=[CH:32][C:31]=1[N:45]1[N:54]=[CH:53][C:52]2[C:47](=[C:48]([F:59])[CH:49]=[C:50]([C:55]([CH3:58])([CH3:57])[CH3:56])[CH:51]=2)[C:46]1=[O:60])(=[O:27])[CH3:26].CC(C1C=C(C(C)C)C(C2C=CC=CC=2P(C2CCCCC2)C2CCCCC2)=C(C(C)C)C=1)C.P([O-])([O-])([O-])=O.[K+].[K+].[K+]. (5) Given the product [CH:38]([O:37][C:35]([N:30]1[CH2:31][CH2:32][CH:27]([N:12]2[C:13]3[C:22]4[CH:21]=[CH:20][CH:19]=[C:18]([O:23][CH3:24])[C:17]=4[N:16]=[CH:15][C:14]=3[C:25](=[O:26])[N:10]([C:6]3[CH:7]=[CH:8][CH:9]=[C:4]([Cl:3])[CH:5]=3)[C:11]2=[O:33])[CH2:28][CH2:29]1)=[O:36])([CH3:40])[CH3:39], predict the reactants needed to synthesize it. The reactants are: Cl.Cl.[Cl:3][C:4]1[CH:5]=[C:6]([N:10]2[C:25](=[O:26])[C:14]3[CH:15]=[N:16][C:17]4[C:18]([O:23][CH3:24])=[CH:19][CH:20]=[CH:21][C:22]=4[C:13]=3[N:12]([CH:27]3[CH2:32][CH2:31][NH:30][CH2:29][CH2:28]3)[C:11]2=[O:33])[CH:7]=[CH:8][CH:9]=1.Cl[C:35]([O:37][CH:38]([CH3:40])[CH3:39])=[O:36].